Dataset: Forward reaction prediction with 1.9M reactions from USPTO patents (1976-2016). Task: Predict the product of the given reaction. (1) Given the reactants Cl.C(O)(=[O:4])C.[OH-].[K+].C[N:9](/[CH:11]=[N:12]/[C:13]([C:15]1[N:20]=[CH:19][N:18]=[C:17]([O:21][C:22]2[CH:23]=[C:24]([NH:28][C:29](=[O:35])[O:30][C:31]([CH3:34])([CH3:33])[CH3:32])[CH:25]=[CH:26][CH:27]=2)[CH:16]=1)=[O:14])C, predict the reaction product. The product is: [OH:4][NH:9]/[CH:11]=[N:12]/[C:13]([C:15]1[N:20]=[CH:19][N:18]=[C:17]([O:21][C:22]2[CH:23]=[C:24]([NH:28][C:29](=[O:35])[O:30][C:31]([CH3:34])([CH3:33])[CH3:32])[CH:25]=[CH:26][CH:27]=2)[CH:16]=1)=[O:14]. (2) Given the reactants P(Cl)(Cl)([Cl:3])=O.O1CCCCC1[N:12]1[C:17](=O)[CH:16]=[C:15]([C:19]2[S:20][CH:21]=[CH:22][N:23]=2)[CH:14]=[N:13]1, predict the reaction product. The product is: [Cl:3][C:17]1[N:12]=[N:13][CH:14]=[C:15]([C:19]2[S:20][CH:21]=[CH:22][N:23]=2)[CH:16]=1. (3) Given the reactants [CH:1]1([O:6][C:7]2[CH:15]=[CH:14][C:13]([S:16](=[O:20])(=[O:19])[NH:17][CH3:18])=[CH:12][C:8]=2[C:9]([OH:11])=O)[CH2:5][CH2:4][CH2:3][CH2:2]1.FC(F)(F)C(O)=O.[F:28][C:29]([F:42])([F:41])[C:30]1[S:34][C:33]([N:35]2[CH2:40][CH2:39][NH:38][CH2:37][CH2:36]2)=[N:32][N:31]=1, predict the reaction product. The product is: [CH:1]1([O:6][C:7]2[CH:15]=[CH:14][C:13]([S:16]([NH:17][CH3:18])(=[O:20])=[O:19])=[CH:12][C:8]=2[C:9]([N:38]2[CH2:37][CH2:36][N:35]([C:33]3[S:34][C:30]([C:29]([F:41])([F:28])[F:42])=[N:31][N:32]=3)[CH2:40][CH2:39]2)=[O:11])[CH2:2][CH2:3][CH2:4][CH2:5]1. (4) Given the reactants O=P(Cl)(Cl)Cl.FC(F)(F)C([NH:10][C:11]1[CH:16]=[CH:15][N:14]2[N:17]=[CH:18][CH:19]=[C:13]2[CH:12]=1)=O.[OH-].[Na+].CN([CH:27]=[O:28])C, predict the reaction product. The product is: [NH2:10][C:11]1[CH:16]=[CH:15][N:14]2[N:17]=[CH:18][C:19]([CH:27]=[O:28])=[C:13]2[CH:12]=1. (5) Given the reactants Cl[C:2]1[N:7]=[C:6]([C:8]([NH:10][CH:11]([C:15]2[CH:20]=[CH:19][C:18]([O:21][C:22]([F:25])([F:24])[F:23])=[CH:17][CH:16]=2)[CH2:12][O:13][CH3:14])=[O:9])[CH:5]=[CH:4][N:3]=1.[CH2:26]([NH2:33])[C:27]1[CH:32]=[CH:31][CH:30]=[CH:29][CH:28]=1.C(N(CC)CC)C.C(=O)([O-])O.[Na+], predict the reaction product. The product is: [CH2:26]([NH:33][C:2]1[N:7]=[C:6]([C:8]([NH:10][CH:11]([C:15]2[CH:20]=[CH:19][C:18]([O:21][C:22]([F:25])([F:24])[F:23])=[CH:17][CH:16]=2)[CH2:12][O:13][CH3:14])=[O:9])[CH:5]=[CH:4][N:3]=1)[C:27]1[CH:32]=[CH:31][CH:30]=[CH:29][CH:28]=1. (6) Given the reactants Cl[C:2]1[N:7]=[C:6]([O:8][CH3:9])[N:5]=[C:4]([NH:10][CH2:11][CH2:12][C:13]2[CH:18]=[CH:17][C:16]([Cl:19])=[CH:15][C:14]=2[Cl:20])[CH:3]=1.[OH:21][CH2:22][C:23]1[CH:24]=[C:25](B(O)O)[CH:26]=[CH:27][CH:28]=1.C([O-])([O-])=O.[Na+].[Na+], predict the reaction product. The product is: [Cl:20][C:14]1[CH:15]=[C:16]([Cl:19])[CH:17]=[CH:18][C:13]=1[CH2:12][CH2:11][NH:10][C:4]1[N:5]=[C:6]([O:8][CH3:9])[N:7]=[C:2]([C:27]2[CH:28]=[C:23]([CH2:22][OH:21])[CH:24]=[CH:25][CH:26]=2)[CH:3]=1. (7) Given the reactants [F:1][C:2]1[CH:3]=[C:4]([CH:39]=[CH:40][CH:41]=1)[CH2:5][N:6]1[CH:10]=[CH:9][N:8]=[C:7]1[CH:11]([NH:31][C:32](=O)[O:33]C(C)(C)C)[CH2:12][C:13]1[CH:21]=[C:20]([CH3:22])[C:19]2[C:15](=[CH:16][N:17](COCC[Si](C)(C)C)[N:18]=2)[CH:14]=1.Cl.C(C1NC=CN=1)(C1NC=CN=1)=O.C(N(CC)CC)C.[NH:62]1[CH2:67][CH2:66][CH:65]([N:68]2[CH2:77][C:76]3[C:71](=[CH:72][CH:73]=[CH:74][CH:75]=3)[NH:70][C:69]2=[O:78])[CH2:64][CH2:63]1, predict the reaction product. The product is: [F:1][C:2]1[CH:3]=[C:4]([CH:39]=[CH:40][CH:41]=1)[CH2:5][N:6]1[CH:10]=[CH:9][N:8]=[C:7]1[CH:11]([NH:31][C:32]([N:62]1[CH2:63][CH2:64][CH:65]([N:68]2[CH2:77][C:76]3[C:71](=[CH:72][CH:73]=[CH:74][CH:75]=3)[NH:70][C:69]2=[O:78])[CH2:66][CH2:67]1)=[O:33])[CH2:12][C:13]1[CH:14]=[C:15]2[C:19](=[C:20]([CH3:22])[CH:21]=1)[NH:18][N:17]=[CH:16]2.